Regression. Given a peptide amino acid sequence and an MHC pseudo amino acid sequence, predict their binding affinity value. This is MHC class I binding data. From a dataset of Peptide-MHC class I binding affinity with 185,985 pairs from IEDB/IMGT. (1) The peptide sequence is ALEPGFKDY. The MHC is HLA-A31:01 with pseudo-sequence HLA-A31:01. The binding affinity (normalized) is 0.0847. (2) The peptide sequence is IIYKVAPL. The MHC is H-2-Kb with pseudo-sequence H-2-Kb. The binding affinity (normalized) is 1.00. (3) The peptide sequence is KMNNDVFFM. The MHC is HLA-A02:16 with pseudo-sequence HLA-A02:16. The binding affinity (normalized) is 1.00. (4) The peptide sequence is RLIQNSLTI. The MHC is HLA-A02:06 with pseudo-sequence HLA-A02:06. The binding affinity (normalized) is 0.257. (5) The peptide sequence is RRIYDLIEL. The MHC is HLA-A23:01 with pseudo-sequence HLA-A23:01. The binding affinity (normalized) is 0. (6) The peptide sequence is FLFLAWIML. The MHC is HLA-A02:01 with pseudo-sequence HLA-A02:01. The binding affinity (normalized) is 0.828. (7) The peptide sequence is KRWIIMGLNK. The MHC is HLA-B07:02 with pseudo-sequence HLA-B07:02. The binding affinity (normalized) is 0. (8) The peptide sequence is RRMGGLRKY. The MHC is HLA-B07:02 with pseudo-sequence HLA-B07:02. The binding affinity (normalized) is 0.0847.